Dataset: Forward reaction prediction with 1.9M reactions from USPTO patents (1976-2016). Task: Predict the product of the given reaction. (1) Given the reactants Cl[CH2:2][C:3]1[CH:8]=[CH:7][C:6]([O:9][CH3:10])=[CH:5][CH:4]=1.C([O-])([O-])=O.[K+].[K+].[NH2:17][C:18]1[C:22]([C:23]([O:25][CH2:26][CH3:27])=[O:24])=[CH:21][NH:20][N:19]=1, predict the reaction product. The product is: [NH2:17][C:18]1[C:22]([C:23]([O:25][CH2:26][CH3:27])=[O:24])=[CH:21][N:20]([CH2:2][C:3]2[CH:8]=[CH:7][C:6]([O:9][CH3:10])=[CH:5][CH:4]=2)[N:19]=1. (2) The product is: [CH2:1]([N:3]1[CH2:8][CH:7]2[CH:5]([CH:6]2[C:9]2[CH:14]=[C:13]([F:15])[CH:12]=[CH:11][C:10]=2[S:16]([NH:19][C:20]2[C:29]([C:30]([OH:32])=[O:31])=[C:28]3[C:23]([C@H:24]4[CH2:34][C@H:25]4[CH2:26][O:27]3)=[CH:22][CH:21]=2)(=[O:17])=[O:18])[CH2:4]1)[CH3:2]. Given the reactants [CH2:1]([N:3]1[CH2:8][CH:7]2[CH:5]([CH:6]2[C:9]2[CH:14]=[C:13]([F:15])[CH:12]=[CH:11][C:10]=2[S:16]([NH:19][C:20]2[C:29]([C:30]([O:32]C)=[O:31])=[C:28]3[C:23]([C@H:24]4[CH2:34][C@H:25]4[CH2:26][O:27]3)=[CH:22][CH:21]=2)(=[O:18])=[O:17])[CH2:4]1)[CH3:2].O.[OH-].[Li+], predict the reaction product.